Dataset: Drug-target binding data from BindingDB using Ki measurements. Task: Regression. Given a target protein amino acid sequence and a drug SMILES string, predict the binding affinity score between them. We predict pKi (pKi = -log10(Ki in M); higher means stronger inhibition). Dataset: bindingdb_ki. (1) The pKi is 6.0. The target protein (P08219) has sequence MKKSPGLSDYLWAWTLFLSTLTGRSYGQPSLQDELKDNTTVFTRILDRLLDGYDNRLRPGLGERVTEVKTDIFVTSFGPVSDHDMEYTIDVFFRQSWKDERLKFKGPMTVLRLNNLMASKIWTPDTFFHNGKKSVAHNMTMPNKLLRITEDGTLLYTMRLTVRAECPMHLEDFPMDAHACPLKFGSYAYTRAEVVYEWTREPARSVVVAEDGSRLNQYDLLGQTVDSGIVQSSTGEYVVMTTHFHLKRKIGYFVIQTYLPCIMTVILSQVSFWLNRESVPARTVFGVTTVLTMTTLSISARNSLPKVAYATAMDWFIAVCYAFVFSALIEFATVNYFTKRGYAWDGKSVVPEKPKKVKDPLIKKNNTYAPTATSYTPNLARGDPGLATIAKSATIEPKEVKPETKPPEPKKTFNSVSKIDRLSRIAFPLLFGIFNLVYWATYLNREPQLKAPTPHQ. The compound is COc1ccc(C(CN(C)C)C2(O)CCCCC2)cc1. (2) The compound is CC[C@H](C)[C@H](NC(=O)[C@H](Cc1ccc(O)cc1)NC(=O)[C@H](Cc1c[nH]cn1)NC(=O)[C@H](CCCN=C(N)N)NC(=O)[C@H](CC(C)C)NC(=O)[C@H](C)NC(=O)[C@H](CO)NC(=O)[C@H](Cc1ccc(O)cc1)NC(=O)[C@H](Cc1ccc(O)cc1)NC(=O)[C@H](CCCN=C(N)N)NC(=O)[C@H](C)NC(=O)[C@H](CCSC)NC(=O)[C@H](CC(=O)O)NC(=O)[C@H](CCC(=O)O)NC(=O)[C@H](C)NC(=O)[C@@H]1CCCN1C(=O)[C@H](C)NC(=O)[C@H](CC(=O)O)NC(=O)[C@H](CCC(=O)O)NC(=O)CNC(=O)[C@@H]1CCCN1C(=O)[C@H](CC(N)=O)NC(=O)[C@H](CC(=O)O)NC(=O)[C@@H]1CCCN1C(=O)[C@H](CCCCN)NC(=O)[C@H](CO)NC(=O)[C@@H]1CCCN1C(=O)[C@@H](N)Cc1ccc(O)cc1)C(=O)N[C@@H](CC(N)=O)C(=O)N[C@@H](CC(C)C)C(=O)N[C@H](C(=O)N[C@H](CC1CNc2ccccc21)C(=O)N[C@@H](CCCN=C(N)N)C(=O)N[C@@H](CCC(N)=O)C(=O)N[C@@H](CCCN=C(N)N)C(=O)N[C@@H](Cc1ccc(O)cc1)C(N)=O)[C@@H](C)CC. The target protein sequence is MNISHFLGLLFPGAPQGQNRSKAKGIPYNFSDHCQDSIDPMVFVVTSYSIETIVGVLGNLCLICVTIRQKEKANVTNLLIANLAFSDFLMCLICQPLTAIYTIMDYWVFGEVLCKISAFIQCMSVTVSILSLVLVALERHQLIINPTGWKPSVSQAYLGIVVIWLIACFLSLPFLANSILQNVFHKNHSKAVEFLADKVVCTESWPLEHHRIIYTTFLLLFQYCIPLAFILVCYVRIYQRLRKRGRVFHKGAYSSRAWQMKRINGILAAMVVAFAVLWLPLHVFNSLEDWYHEAIPICHGNLIFLVCHLLAMASTCVNPFIYGFLNTNFKKEVKALVLTCQQSIPVEESEHLPLSTVQTEISKGSLRLSGRSNPI. The pKi is 6.0.